This data is from Forward reaction prediction with 1.9M reactions from USPTO patents (1976-2016). The task is: Predict the product of the given reaction. (1) Given the reactants Cl[C:2]1[N:7]=[CH:6][N:5]=[C:4]([NH:8][C:9]2[CH:10]=[C:11]([NH:15][C:16](=[O:22])[O:17][C:18]([CH3:21])([CH3:20])[CH3:19])[CH:12]=[CH:13][CH:14]=2)[CH:3]=1.[CH3:23][NH:24][C:25]1[CH:30]=[CH:29][CH:28]=[CH:27][CH:26]=1.[OH-].[Na+], predict the reaction product. The product is: [CH3:23][N:24]([C:2]1[N:7]=[CH:6][N:5]=[C:4]([NH:8][C:9]2[CH:10]=[C:11]([NH:15][C:16](=[O:22])[O:17][C:18]([CH3:21])([CH3:20])[CH3:19])[CH:12]=[CH:13][CH:14]=2)[CH:3]=1)[C:25]1[CH:30]=[CH:29][CH:28]=[CH:27][CH:26]=1. (2) Given the reactants [CH3:1][C:2]1[CH:7]=[C:6]2[O:8][CH2:9][O:10][C:5]2=[CH:4][C:3]=1[CH:11]([C:13]1[C:14]([Cl:23])=[N:15][CH:16]=[CH:17][C:18]=1[C:19]([F:22])([F:21])[F:20])[OH:12], predict the reaction product. The product is: [CH2:9]1[O:10][C:5]2[C:6](=[CH:7][C:2]([CH3:1])=[C:3]([CH:4]=2)[C:11]([C:13]2[C:14]([Cl:23])=[N:15][CH:16]=[CH:17][C:18]=2[C:19]([F:21])([F:22])[F:20])=[O:12])[O:8]1. (3) Given the reactants NC1C=CC(F)=CC=1C(NC)=O.[F:13][C:14]1[CH:19]=[CH:18][CH:17]=[C:16]([N+:20]([O-])=O)[C:15]=1[O:23][CH3:24], predict the reaction product. The product is: [CH3:24][O:23][C:15]1[C:14]([F:13])=[CH:19][CH:18]=[CH:17][C:16]=1[NH2:20]. (4) The product is: [C:1]([O:5][C:6]([N:8]1[CH2:11][CH:10]([CH2:12][C:13]2[N:14]([CH3:40])[C:15]3[C:20]([N:21]=2)=[C:19]([N:22]2[CH2:23][CH2:24][O:25][CH2:26][CH2:27]2)[N:18]=[C:17]([N:28]2[C:32]4[CH:33]=[CH:34][CH:35]=[CH:36][C:31]=4[N:30]=[C:29]2[CH:37]([CH3:38])[CH3:39])[N:16]=3)[CH2:9]1)=[O:7])([CH3:2])([CH3:4])[CH3:3]. Given the reactants [C:1]([O:5][C:6]([N:8]1[CH2:11][C:10](=[CH:12][C:13]2[N:14]([CH3:40])[C:15]3[C:20]([N:21]=2)=[C:19]([N:22]2[CH2:27][CH2:26][O:25][CH2:24][CH2:23]2)[N:18]=[C:17]([N:28]2[C:32]4[CH:33]=[CH:34][CH:35]=[CH:36][C:31]=4[N:30]=[C:29]2[CH:37]([CH3:39])[CH3:38])[N:16]=3)[CH2:9]1)=[O:7])([CH3:4])([CH3:3])[CH3:2], predict the reaction product. (5) Given the reactants [Br:1][C:2]1[S:3][C:4]([NH:32][C:33](=[O:39])[O:34][C:35]([CH3:38])([CH3:37])[CH3:36])=[C:5]([C:7](=[O:31])[NH:8][C:9]2[CH:10]=[N:11][N:12]([CH3:30])[C:13]=2[C:14]23[O:21][CH:18]([CH2:19]C2)[CH:17]([NH:22][C:23]([O:25][C:26]([CH3:29])([CH3:28])[CH3:27])=[O:24])[CH2:16][CH2:15]3)[N:6]=1.[CH3:40][O:41][C@@H]1[C@H](NC(=O)OC(C)(C)C)CC[C@@H](C2N(C)N=CC=2[N+]([O-])=O)OC1, predict the reaction product. The product is: [Br:1][C:2]1[S:3][C:4]([NH:32][C:33](=[O:39])[O:34][C:35]([CH3:37])([CH3:38])[CH3:36])=[C:5]([C:7](=[O:31])[NH:8][C:9]2[CH:10]=[N:11][N:12]([CH3:30])[C:13]=2[C@@H:14]2[CH2:15][CH2:16][C@@H:17]([NH:22][C:23]([O:25][C:26]([CH3:27])([CH3:29])[CH3:28])=[O:24])[C@@H:19]([O:41][CH3:40])[CH2:18][O:21]2)[N:6]=1. (6) Given the reactants [NH:1]1[CH2:4][CH:3]([N:5]([CH3:33])[CH2:6][CH2:7][N:8]2[C:13]3[N:14]=[C:15]([NH:18][CH3:19])[N:16]=[CH:17][C:12]=3[CH:11]=[C:10]([C:20]3[C:25]([Cl:26])=[C:24]([O:27][CH3:28])[CH:23]=[C:22]([O:29][CH3:30])[C:21]=3[Cl:31])[C:9]2=[O:32])[CH2:2]1.[C:34](Cl)(=[O:37])[CH:35]=[CH2:36].CO, predict the reaction product. The product is: [C:34]([N:1]1[CH2:2][CH:3]([N:5]([CH3:33])[CH2:6][CH2:7][N:8]2[C:13]3[N:14]=[C:15]([NH:18][CH3:19])[N:16]=[CH:17][C:12]=3[CH:11]=[C:10]([C:20]3[C:25]([Cl:26])=[C:24]([O:27][CH3:28])[CH:23]=[C:22]([O:29][CH3:30])[C:21]=3[Cl:31])[C:9]2=[O:32])[CH2:4]1)(=[O:37])[CH:35]=[CH2:36]. (7) The product is: [CH3:1][C:2]1[CH:10]=[C:9]([N:11]2[CH2:12][CH2:13][N:14]([C:17]3[CH:22]=[CH:21][CH:20]=[CH:19][C:18]=3[CH3:23])[CH2:15][CH2:16]2)[C:8]([N+:24]([O-:26])=[O:25])=[CH:7][C:3]=1[C:4]([NH2:29])=[O:6]. Given the reactants [CH3:1][C:2]1[CH:10]=[C:9]([N:11]2[CH2:16][CH2:15][N:14]([C:17]3[CH:22]=[CH:21][CH:20]=[CH:19][C:18]=3[CH3:23])[CH2:13][CH2:12]2)[C:8]([N+:24]([O-:26])=[O:25])=[CH:7][C:3]=1[C:4]([OH:6])=O.C(N1C=CN=C1)([N:29]1C=CN=C1)=O.N, predict the reaction product.